This data is from NCI-60 drug combinations with 297,098 pairs across 59 cell lines. The task is: Regression. Given two drug SMILES strings and cell line genomic features, predict the synergy score measuring deviation from expected non-interaction effect. (1) Drug 1: C1=CC(=CC=C1C#N)C(C2=CC=C(C=C2)C#N)N3C=NC=N3. Drug 2: CS(=O)(=O)CCNCC1=CC=C(O1)C2=CC3=C(C=C2)N=CN=C3NC4=CC(=C(C=C4)OCC5=CC(=CC=C5)F)Cl. Cell line: NCI-H322M. Synergy scores: CSS=10.1, Synergy_ZIP=-9.15, Synergy_Bliss=-5.30, Synergy_Loewe=-8.76, Synergy_HSA=-4.58. (2) Drug 1: C1=CC(=CC=C1CC(C(=O)O)N)N(CCCl)CCCl.Cl. Drug 2: N.N.Cl[Pt+2]Cl. Cell line: SNB-75. Synergy scores: CSS=0.422, Synergy_ZIP=0.766, Synergy_Bliss=3.18, Synergy_Loewe=-2.69, Synergy_HSA=-0.368. (3) Drug 1: C1CC(=O)NC(=O)C1N2CC3=C(C2=O)C=CC=C3N. Drug 2: C1CCC(CC1)NC(=O)N(CCCl)N=O. Cell line: M14. Synergy scores: CSS=7.79, Synergy_ZIP=4.16, Synergy_Bliss=5.06, Synergy_Loewe=4.91, Synergy_HSA=4.50. (4) Drug 1: C1C(C(OC1N2C=C(C(=O)NC2=O)F)CO)O. Drug 2: CN1C(=O)N2C=NC(=C2N=N1)C(=O)N. Cell line: HS 578T. Synergy scores: CSS=41.7, Synergy_ZIP=5.16, Synergy_Bliss=5.30, Synergy_Loewe=-8.79, Synergy_HSA=7.63. (5) Drug 1: C1CC(C1)(C(=O)O)C(=O)O.[NH2-].[NH2-].[Pt+2]. Drug 2: C(CCl)NC(=O)N(CCCl)N=O. Cell line: A549. Synergy scores: CSS=20.5, Synergy_ZIP=-3.08, Synergy_Bliss=3.79, Synergy_Loewe=-9.59, Synergy_HSA=3.18. (6) Drug 1: CC1=C(C=C(C=C1)C(=O)NC2=CC(=CC(=C2)C(F)(F)F)N3C=C(N=C3)C)NC4=NC=CC(=N4)C5=CN=CC=C5. Drug 2: CC1CCC2CC(C(=CC=CC=CC(CC(C(=O)C(C(C(=CC(C(=O)CC(OC(=O)C3CCCCN3C(=O)C(=O)C1(O2)O)C(C)CC4CCC(C(C4)OC)O)C)C)O)OC)C)C)C)OC. Cell line: SK-OV-3. Synergy scores: CSS=17.7, Synergy_ZIP=4.92, Synergy_Bliss=12.3, Synergy_Loewe=-11.8, Synergy_HSA=2.15. (7) Drug 1: CC(C1=C(C=CC(=C1Cl)F)Cl)OC2=C(N=CC(=C2)C3=CN(N=C3)C4CCNCC4)N. Drug 2: C1=CC=C(C=C1)NC(=O)CCCCCCC(=O)NO. Cell line: CCRF-CEM. Synergy scores: CSS=77.3, Synergy_ZIP=-3.65, Synergy_Bliss=-2.34, Synergy_Loewe=-0.996, Synergy_HSA=-1.16.